Predict the product of the given reaction. From a dataset of Forward reaction prediction with 1.9M reactions from USPTO patents (1976-2016). The product is: [CH3:12][S:13]([C:16]1[CH:17]=[CH:18][C:19]([N:22]2[C:3]([OH:5])=[C:2]([CH3:1])[C:8]([CH3:9])=[N:23]2)=[CH:20][CH:21]=1)(=[O:15])=[O:14]. Given the reactants [CH3:1][CH:2]([C:8](=O)[CH3:9])[C:3]([O:5]CC)=O.Cl.[CH3:12][S:13]([C:16]1[CH:21]=[CH:20][C:19]([NH:22][NH2:23])=[CH:18][CH:17]=1)(=[O:15])=[O:14].C(N(CC)CC)C, predict the reaction product.